Task: Binary classification across 12 toxicity assays.. Dataset: Tox21: 12 toxicity assays (nuclear receptors and stress response pathways) The molecule is CC(C)(C)c1ccccc1O. It tested positive (active) for: SR-MMP (Mitochondrial Membrane Potential disruption).